From a dataset of Forward reaction prediction with 1.9M reactions from USPTO patents (1976-2016). Predict the product of the given reaction. (1) Given the reactants [F:1][C:2]([F:7])([F:6])[C:3]([OH:5])=[O:4].FC(F)(F)C(O)=O.[Cl:15][C:16]1[CH:17]=[N:18][C:19]2[NH:20][C:21]3[CH:22]=[CH:23][CH:24]=[C:25]([CH:46]=3)[CH2:26][CH2:27][C:28]3[CH:36]=[C:32]([NH:33][C:34]=1[N:35]=2)[CH:31]=[CH:30][C:29]=3[NH:37][C:38]([CH:40]1[CH2:45][CH2:44][NH:43][CH2:42][CH2:41]1)=[O:39].[N:47]([C:50]1[CH:58]=[CH:57][CH:56]=[C:55]2[C:51]=1[CH:52]=[CH:53][N:54]2[CH3:59])=[C:48]=[O:49], predict the reaction product. The product is: [F:1][C:2]([F:7])([F:6])[C:3]([OH:5])=[O:4].[Cl:15][C:16]1[CH:17]=[N:18][C:19]2[NH:20][C:21]3[CH:22]=[CH:23][CH:24]=[C:25]([CH:46]=3)[CH2:26][CH2:27][C:28]3[CH:36]=[C:32]([NH:33][C:34]=1[N:35]=2)[CH:31]=[CH:30][C:29]=3[NH:37][C:38]([CH:40]1[CH2:45][CH2:44][N:43]([C:48]([NH:47][C:50]2[CH:58]=[CH:57][CH:56]=[C:55]3[C:51]=2[CH:52]=[CH:53][N:54]3[CH3:59])=[O:49])[CH2:42][CH2:41]1)=[O:39]. (2) Given the reactants [C:1]([C:3]1[C:4]([N:18]2[CH2:21][CH:20]([C:22](O)=[O:23])[CH2:19]2)=[N:5][C:6]([CH3:17])=[C:7]([C:9]([O:11][CH2:12][C:13]([CH3:16])([CH3:15])[CH3:14])=[O:10])[CH:8]=1)#[N:2].CCN=C=NCCCN(C)C.C1C=CC2N(O)N=NC=2C=1.[C:46]1([CH2:52][S:53]([NH2:56])(=[O:55])=[O:54])[CH:51]=[CH:50][CH:49]=[CH:48][CH:47]=1.CCN(C(C)C)C(C)C, predict the reaction product. The product is: [CH3:16][C:13]([CH3:15])([CH3:14])[CH2:12][O:11][C:9](=[O:10])[C:7]1[CH:8]=[C:3]([C:1]#[N:2])[C:4]([N:18]2[CH2:21][CH:20]([C:22]([NH:56][S:53]([CH2:52][C:46]3[CH:47]=[CH:48][CH:49]=[CH:50][CH:51]=3)(=[O:54])=[O:55])=[O:23])[CH2:19]2)=[N:5][C:6]=1[CH3:17]. (3) Given the reactants [N:1]1([CH:6]([C:8]2[CH:13]=[CH:12][C:11]([C:14]3[CH:19]=[CH:18][C:17]([O:20]C)=[CH:16][CH:15]=3)=[CH:10][N:9]=2)[CH3:7])[CH:5]=[CH:4][N:3]=[CH:2]1.B(Br)(Br)Br, predict the reaction product. The product is: [N:1]1([CH:6]([C:8]2[N:9]=[CH:10][C:11]([C:14]3[CH:19]=[CH:18][C:17]([OH:20])=[CH:16][CH:15]=3)=[CH:12][CH:13]=2)[CH3:7])[CH:5]=[CH:4][N:3]=[CH:2]1. (4) The product is: [F:10][C:8]1[CH:7]=[CH:6][C:3]([C:4]#[N:5])=[C:2]([CH:18]=[O:19])[CH:9]=1. Given the reactants Br[C:2]1[CH:9]=[C:8]([F:10])[CH:7]=[CH:6][C:3]=1[C:4]#[N:5].C([Mg]Cl)(C)C.CN(C)[CH:18]=[O:19].Cl, predict the reaction product. (5) Given the reactants [CH3:1][C:2]1[N:7]=[CH:6][C:5]([CH2:8][CH2:9][N:10]([C:12]2[CH:17]=[CH:16][C:15]([CH3:18])=[CH:14][CH:13]=2)[NH2:11])=[CH:4][CH:3]=1.[CH3:19][N:20]1[CH2:25][CH2:24][C:23](=O)[CH2:22][CH2:21]1, predict the reaction product. The product is: [CH3:19][N:20]1[CH2:25][CH2:24][C:23](=[N:11][N:10]([CH2:9][CH2:8][C:5]2[CH:6]=[N:7][C:2]([CH3:1])=[CH:3][CH:4]=2)[C:12]2[CH:13]=[CH:14][C:15]([CH3:18])=[CH:16][CH:17]=2)[CH2:22][CH2:21]1. (6) Given the reactants [F:1][C:2]1[CH:7]=[C:6]([N+:8]([O-:10])=[O:9])[CH:5]=[CH:4][C:3]=1[CH:11]([C:16]([O:18][CH3:19])=[O:17])C(OC)=O.O.[Cl-].[Li+].[Cl-].[Na+].Cl.[CH3:26]S(C)=O, predict the reaction product. The product is: [F:1][C:2]1[CH:7]=[C:6]([N+:8]([O-:10])=[O:9])[CH:5]=[CH:4][C:3]=1[CH2:11][C:16]([O:18][CH2:19][CH3:26])=[O:17]. (7) The product is: [F:1][C:2]1[CH:7]=[CH:6][C:5]([CH3:8])=[CH:4][C:3]=1[O:9][CH2:18][CH2:17][C:16]([OH:20])=[O:19]. Given the reactants [F:1][C:2]1[CH:7]=[CH:6][C:5]([CH3:8])=[CH:4][C:3]=1[OH:9].CC(C)([O-])C.[K+].[C:16]1(=[O:20])[O:19][CH2:18][CH2:17]1, predict the reaction product. (8) Given the reactants [Cl:1][C:2]1[CH:12]=[CH:11][C:10]2[CH:9]3[CH2:13][CH:5]([CH2:6][N:7](C(=O)C(F)(F)F)[CH2:8]3)[C:4]=2[CH:3]=1.C([O-])([O-])=O.[Na+].[Na+], predict the reaction product. The product is: [ClH:1].[Cl:1][C:2]1[CH:12]=[CH:11][C:10]2[CH:9]3[CH2:13][CH:5]([CH2:6][NH:7][CH2:8]3)[C:4]=2[CH:3]=1. (9) Given the reactants [CH3:1][O:2][C:3]1[CH:33]=[CH:32][C:31]([O:34][CH3:35])=[CH:30][C:4]=1[CH2:5][CH:6]1[C:15]2[C:10](=[CH:11][C:12]([O:18][CH3:19])=[C:13]([O:16][CH3:17])[CH:14]=2)[CH2:9][CH2:8][N:7]1[CH:20]([C:24]1[CH:29]=[CH:28][CH:27]=[CH:26][CH:25]=1)[C:21]([OH:23])=O.[Br-].[NH4+:37], predict the reaction product. The product is: [CH3:1][O:2][C:3]1[CH:33]=[CH:32][C:31]([O:34][CH3:35])=[CH:30][C:4]=1[CH2:5][CH:6]1[C:15]2[C:10](=[CH:11][C:12]([O:18][CH3:19])=[C:13]([O:16][CH3:17])[CH:14]=2)[CH2:9][CH2:8][N:7]1[CH:20]([C:24]1[CH:29]=[CH:28][CH:27]=[CH:26][CH:25]=1)[C:21]([NH2:37])=[O:23].